This data is from Full USPTO retrosynthesis dataset with 1.9M reactions from patents (1976-2016). The task is: Predict the reactants needed to synthesize the given product. Given the product [Cl:56][C:57]1[CH:62]=[C:61]([Cl:63])[CH:60]=[CH:59][C:58]=1[CH2:64][NH:65][C:14]([CH:13]1[CH2:12][N:11]([C:17]2[C:18]([CH3:23])=[N:19][CH:20]=[CH:21][CH:22]=2)[C:10](=[O:24])[N:9]1[CH3:8])=[O:16], predict the reactants needed to synthesize it. The reactants are: OC(C(F)(F)F)=O.[CH3:8][N:9]1[CH:13]([C:14]([OH:16])=O)[CH2:12][N:11]([C:17]2[C:18]([CH3:23])=[N:19][CH:20]=[CH:21][CH:22]=2)[C:10]1=[O:24].O.ON1C2C=CC=CC=2N=N1.Cl.C(N=C=NCCCN(C)C)C.C(N1CCOCC1)C.[Cl:56][C:57]1[CH:62]=[C:61]([Cl:63])[CH:60]=[CH:59][C:58]=1[CH2:64][NH2:65].